From a dataset of Reaction yield outcomes from USPTO patents with 853,638 reactions. Predict the reaction yield, written as a fraction of the theoretical maximum amount of product (1.0 means a 100% yield; for example, 0.34 means a 34% yield). (1) The reactants are [CH2:1](S)[CH2:2][SH:3].S1CCC1S[Sn:10]([S:21][CH:22]1[CH2:25][CH2:24][S:23]1)([S:16]C1CCS1)[S:11][CH:12]1[CH2:15][CH2:14][S:13]1. No catalyst specified. The product is [S:23]1[CH2:24][CH2:25][CH:22]1[S:21][Sn:10]1([S:11][CH:12]2[CH2:15][CH2:14][S:13]2)[CH2:1][CH2:2][S:3][S:16]1. The yield is 0.840. (2) The reactants are [Br-].[OH:2][CH2:3][CH2:4][N+:5]([CH3:10])([CH3:9])[CH2:6][CH2:7][CH3:8].[Li+].[C:12]([S:16]([N-:19][S:20]([C:23]([F:26])([F:25])[F:24])(=[O:22])=[O:21])(=[O:18])=[O:17])([F:15])([F:14])[F:13]. The catalyst is O. The product is [F:26][C:23]([F:24])([F:25])[S:20]([N-:19][S:16]([C:12]([F:13])([F:14])[F:15])(=[O:17])=[O:18])(=[O:21])=[O:22].[OH:2][CH2:3][CH2:4][N+:5]([CH3:10])([CH3:9])[CH2:6][CH2:7][CH3:8]. The yield is 0.800.